From a dataset of Full USPTO retrosynthesis dataset with 1.9M reactions from patents (1976-2016). Predict the reactants needed to synthesize the given product. (1) Given the product [Br:13][C:11]1[CH:12]=[C:7]2[C:6]([O:15][CH2:16][C:17]([OH:19])=[O:18])=[C:5]([C:3]([OH:4])=[O:2])[S:14][C:8]2=[N:9][CH:10]=1, predict the reactants needed to synthesize it. The reactants are: C[O:2][C:3]([C:5]1[S:14][C:8]2=[N:9][CH:10]=[C:11]([Br:13])[CH:12]=[C:7]2[C:6]=1[O:15][CH2:16][C:17]([O:19]C(C)(C)C)=[O:18])=[O:4].[Li+].[OH-]. (2) Given the product [CH2:25]([O:15][C:7]1[C:6]2[C:11](=[C:2]([O:22][CH2:19][C:2]3[CH:11]=[CH:6][CH:5]=[CH:4][CH:3]=3)[C:3]([CH2:16][CH:17]=[CH2:18])=[CH:4][CH:5]=2)[CH:10]=[CH:9][C:8]=1[CH2:12][CH:13]=[CH2:14])[C:26]1[CH:31]=[CH:30][CH:29]=[CH:28][CH:27]=1, predict the reactants needed to synthesize it. The reactants are: O[C:2]1[C:11]2[C:6](=[C:7]([OH:15])[C:8]([CH2:12][CH:13]=[CH2:14])=[CH:9][CH:10]=2)[CH:5]=[CH:4][C:3]=1[CH2:16][CH:17]=[CH2:18].[C:19](=[O:22])([O-])[O-].[K+].[K+].[CH2:25](Br)[C:26]1[CH:31]=[CH:30][CH:29]=[CH:28][CH:27]=1. (3) Given the product [CH3:1][C:2]1[N:3]=[C:4]([C:9]2[CH:10]=[CH:11][C:12]([C:15]([F:18])([F:16])[F:17])=[CH:13][CH:14]=2)[O:5][C:6]=1[CH:7]=[O:8], predict the reactants needed to synthesize it. The reactants are: [CH3:1][C:2]1[N:3]=[C:4]([C:9]2[CH:14]=[CH:13][C:12]([C:15]([F:18])([F:17])[F:16])=[CH:11][CH:10]=2)[O:5][C:6]=1[CH2:7][OH:8].ClCCl.CC(OI1(OC(C)=O)(OC(C)=O)OC(=O)C2C=CC=CC1=2)=O.